From a dataset of Forward reaction prediction with 1.9M reactions from USPTO patents (1976-2016). Predict the product of the given reaction. (1) The product is: [Si:11]([O:18][CH2:19][C@@H:20]1[CH:24]=[CH:23][C:22](=[O:25])[N:21]1[C:26]([O:28][C:29]([CH3:32])([CH3:31])[CH3:30])=[O:27])([C:14]([CH3:17])([CH3:16])[CH3:15])([CH3:13])[CH3:12]. Given the reactants C[Si]([N-][Si](C)(C)C)(C)C.[Na+].[Si:11]([O:18][CH2:19][C@@H:20]1[CH2:24][CH2:23][C:22](=[O:25])[N:21]1[C:26]([O:28][C:29]([CH3:32])([CH3:31])[CH3:30])=[O:27])([C:14]([CH3:17])([CH3:16])[CH3:15])([CH3:13])[CH3:12].C1([Se]Cl)C=CC=CC=1.OO, predict the reaction product. (2) Given the reactants [F:1][C:2]1[CH:7]=[CH:6][CH:5]=[C:4]([CH:8]=O)[C:3]=1[N:10]1[CH:14]=[C:13]([C:15]([O:17][CH2:18][CH3:19])=[O:16])[C:12]([CH3:20])=[N:11]1.[CH:21]1([NH2:24])[CH2:23][CH2:22]1, predict the reaction product. The product is: [CH:21]1([NH:24][CH2:8][C:4]2[CH:5]=[CH:6][CH:7]=[C:2]([F:1])[C:3]=2[N:10]2[CH:14]=[C:13]([C:15]([O:17][CH2:18][CH3:19])=[O:16])[C:12]([CH3:20])=[N:11]2)[CH2:23][CH2:22]1.